Dataset: Forward reaction prediction with 1.9M reactions from USPTO patents (1976-2016). Task: Predict the product of the given reaction. (1) The product is: [Si:1]([O:8][C@H:9]([CH2:27][NH:40][C@@H:38]1[C:37]2[C:32](=[CH:33][CH:34]=[C:35]([CH2:41][C:42]([CH3:45])([CH3:44])[CH3:43])[CH:36]=2)[NH:31][C:30]([CH3:46])([CH3:29])[CH2:39]1)[C@@H:10]([NH:19][C:20](=[O:26])[O:21][C:22]([CH3:23])([CH3:25])[CH3:24])[CH2:11][C:12]1[CH:17]=[CH:16][CH:15]=[C:14]([F:18])[CH:13]=1)([C:4]([CH3:7])([CH3:5])[CH3:6])([CH3:3])[CH3:2]. Given the reactants [Si:1]([O:8][C@H:9]([CH:27]=O)[C@@H:10]([NH:19][C:20](=[O:26])[O:21][C:22]([CH3:25])([CH3:24])[CH3:23])[CH2:11][C:12]1[CH:17]=[CH:16][CH:15]=[C:14]([F:18])[CH:13]=1)([C:4]([CH3:7])([CH3:6])[CH3:5])([CH3:3])[CH3:2].[CH3:29][C:30]1([CH3:46])[CH2:39][C@H:38]([NH2:40])[C:37]2[C:32](=[CH:33][CH:34]=[C:35]([CH2:41][C:42]([CH3:45])([CH3:44])[CH3:43])[CH:36]=2)[NH:31]1.C(Cl)Cl.COC(OC)OC.C(O[BH-](OC(=O)C)OC(=O)C)(=O)C.[Na+], predict the reaction product. (2) The product is: [Cl:1][C:2]1[C:3]([NH:11][C:12]2[C:21]3[C:16](=[CH:17][C:18]([O:26][CH2:27][CH2:28][N:29]4[CH2:34][CH2:33][N:32]([C:39](=[O:40])[CH2:38][N:37]([CH3:42])[CH3:36])[CH2:31][CH2:30]4)=[CH:19][C:20]=3[O:22][CH:23]([CH3:25])[CH3:24])[N:15]=[CH:14][N:13]=2)=[C:4]2[O:10][CH2:9][O:8][C:5]2=[N:6][CH:7]=1. Given the reactants [Cl:1][C:2]1[C:3]([NH:11][C:12]2[C:21]3[C:16](=[CH:17][C:18]([O:26][CH2:27][CH2:28][N:29]4[CH2:34][CH2:33][NH:32][CH2:31][CH2:30]4)=[CH:19][C:20]=3[O:22][CH:23]([CH3:25])[CH3:24])[N:15]=[CH:14][N:13]=2)=[C:4]2[O:10][CH2:9][O:8][C:5]2=[N:6][CH:7]=1.Cl.[CH3:36][N:37]([CH3:42])[CH2:38][C:39](Cl)=[O:40].C(N(CC)CC)C, predict the reaction product.